Dataset: Forward reaction prediction with 1.9M reactions from USPTO patents (1976-2016). Task: Predict the product of the given reaction. (1) Given the reactants [H-].[Al+3].[Li+].[H-].[H-].[H-].C([O:9][C:10]([C:12]1[S:21][C:20]2[C:19]3[CH:22]=[CH:23][C:24]([O:26][CH2:27][C:28]4[CH:33]=[CH:32][CH:31]=[CH:30][CH:29]=4)=[CH:25][C:18]=3[O:17][C:16]3[CH:34]=[CH:35][CH:36]=[CH:37][C:15]=3[C:14]=2[CH:13]=1)=O)C.O, predict the reaction product. The product is: [CH2:27]([O:26][C:24]1[CH:23]=[CH:22][C:19]2[C:20]3[S:21][C:12]([CH2:10][OH:9])=[CH:13][C:14]=3[C:15]3[CH:37]=[CH:36][CH:35]=[CH:34][C:16]=3[O:17][C:18]=2[CH:25]=1)[C:28]1[CH:29]=[CH:30][CH:31]=[CH:32][CH:33]=1. (2) Given the reactants Cl[C:2]1[N:3]([CH2:25][CH:26]2[CH2:30][CH2:29][O:28][CH2:27]2)[C:4]2[C:9]([N:10]=1)=[C:8]([N:11]1[CH2:16][CH2:15][O:14][CH2:13][CH2:12]1)[N:7]=[C:6]([C:17]1[CH:18]=[N:19][C:20]([NH:23][CH3:24])=[N:21][CH:22]=1)[N:5]=2.[CH3:31][C@H:32]1[CH2:37][NH:36][CH2:35][C@@H:34]([CH3:38])[NH:33]1, predict the reaction product. The product is: [CH3:31][C@H:32]1[NH:33][C@@H:34]([CH3:38])[CH2:35][N:36]([C:2]2[N:3]([CH2:25][CH:26]3[CH2:30][CH2:29][O:28][CH2:27]3)[C:4]3[C:9]([N:10]=2)=[C:8]([N:11]2[CH2:16][CH2:15][O:14][CH2:13][CH2:12]2)[N:7]=[C:6]([C:17]2[CH:18]=[N:19][C:20]([NH:23][CH3:24])=[N:21][CH:22]=2)[N:5]=3)[CH2:37]1. (3) Given the reactants [Br:1][C:2]1[CH:7]=[C:6]([N+:8]([O-:10])=[O:9])[CH:5]=[CH:4][C:3]=1[N:11]1[CH2:16][CH2:15][N:14](C(OC(C)(C)C)=O)[CH2:13][CH2:12]1.[ClH:24].O1CCOCC1, predict the reaction product. The product is: [ClH:24].[ClH:24].[Br:1][C:2]1[CH:7]=[C:6]([N+:8]([O-:10])=[O:9])[CH:5]=[CH:4][C:3]=1[N:11]1[CH2:16][CH2:15][NH:14][CH2:13][CH2:12]1. (4) Given the reactants [CH3:1][O:2][C:3]1[CH:4]=[C:5]([CH:8]=[CH:9][C:10]=1S(C(F)(F)F)(=O)=O)[CH:6]=[O:7].[CH3:18][C:19]1[C:20](B(O)O)=[CH:21][C:22]2[C:23]([CH3:32])([CH3:31])[CH2:24][CH2:25][C:26]([CH3:30])([CH3:29])[C:27]=2[CH:28]=1.[C:36](=O)([O-])[O-].[K+].[K+], predict the reaction product. The product is: [CH3:18][C:19]1[C:20]([C:10]2[CH:9]=[CH:8][C:5]([CH:6]=[O:7])=[CH:4][C:3]=2[O:2][CH2:1][CH3:36])=[CH:21][C:22]2[C:23]([CH3:32])([CH3:31])[CH2:24][CH2:25][C:26]([CH3:30])([CH3:29])[C:27]=2[CH:28]=1.